This data is from Forward reaction prediction with 1.9M reactions from USPTO patents (1976-2016). The task is: Predict the product of the given reaction. (1) The product is: [CH2:40]([N:42]([CH2:43][CH3:45])[C:17]([C:7]1[CH:8]=[CH:9][C:10]2[C:11](=[O:16])[C:12]3[C:3]([O:4][C:5]=2[CH:6]=1)=[C:2]([Br:1])[CH:15]=[CH:14][CH:13]=3)=[O:18])[CH3:41]. Given the reactants [Br:1][C:2]1[CH:15]=[CH:14][CH:13]=[C:12]2[C:3]=1[O:4][C:5]1[CH:6]=[C:7]([C:17](O)=[O:18])[CH:8]=[CH:9][C:10]=1[C:11]2=[O:16].COC1C=CC=C2C=1OC1C=C(C(O)=O)C=CC=1C2=O.[CH2:40]([N:42](CC)[C:43]([C:45]1C=CC2CC3C(OC=2C=1)=CC=CC=3)=O)[CH3:41], predict the reaction product. (2) Given the reactants [F:1][C:2]([F:26])([F:25])[CH2:3][NH:4][C:5]([C:7]1([CH2:20][CH2:21][CH2:22][CH2:23]Br)[C:19]2[CH:18]=[CH:17][CH:16]=[CH:15][C:14]=2[C:13]2[C:8]1=[CH:9][CH:10]=[CH:11][CH:12]=2)=[O:6].[N:27]1([C:34]2[CH:43]=[CH:42][C:41]3[C:36](=[CH:37][CH:38]=[CH:39][CH:40]=3)[N:35]=2)[CH2:33][CH2:32][CH2:31][NH:30][CH2:29][CH2:28]1, predict the reaction product. The product is: [F:1][C:2]([F:26])([F:25])[CH2:3][NH:4][C:5]([C:7]1([CH2:20][CH2:21][CH2:22][CH2:23][N:30]2[CH2:31][CH2:32][CH2:33][N:27]([C:34]3[CH:43]=[CH:42][C:41]4[C:36](=[CH:37][CH:38]=[CH:39][CH:40]=4)[N:35]=3)[CH2:28][CH2:29]2)[C:19]2[CH:18]=[CH:17][CH:16]=[CH:15][C:14]=2[C:13]2[C:8]1=[CH:9][CH:10]=[CH:11][CH:12]=2)=[O:6]. (3) The product is: [F:22][C:21]([F:24])([F:23])[C:16]1[CH:17]=[CH:18][CH:19]=[CH:20][C:15]=1[C:14]([NH:13][CH2:12][C:9]1([C:38]2[S:39][C:40]([C:43]([F:46])([F:45])[F:44])=[CH:41][N:42]=2)[CH2:11][CH2:10]1)=[O:25]. Given the reactants C([Mg]Cl)(C)C.[Li+].[Cl-].I[C:9]1([CH2:12][NH:13][C:14](=[O:25])[C:15]2[CH:20]=[CH:19][CH:18]=[CH:17][C:16]=2[C:21]([F:24])([F:23])[F:22])[CH2:11][CH2:10]1.C([Li])CCC.CCCCCC.Cl[C:38]1[S:39][C:40]([C:43]([F:46])([F:45])[F:44])=[CH:41][N:42]=1.[NH4+].[Cl-], predict the reaction product.